This data is from CYP1A2 inhibition data for predicting drug metabolism from PubChem BioAssay. The task is: Regression/Classification. Given a drug SMILES string, predict its absorption, distribution, metabolism, or excretion properties. Task type varies by dataset: regression for continuous measurements (e.g., permeability, clearance, half-life) or binary classification for categorical outcomes (e.g., BBB penetration, CYP inhibition). Dataset: cyp1a2_veith. (1) The compound is COc1ccc(C(C(=O)NC2CCCCC2)N(C(=O)CCCC(=O)Nc2ccccn2)c2ccc3c(c2)OCCO3)cc1. The result is 0 (non-inhibitor). (2) The drug is CCCCc1ccc(NC(=S)NCc2cccs2)cc1. The result is 1 (inhibitor). (3) The compound is CCOC(=O)CSC1=C(C#N)C(c2sccc2C)CC(=O)N1. The result is 1 (inhibitor). (4) The compound is O=c1c(-c2ccc(F)cc2)nc2cnc(Oc3ccccc3)nc2n1C1CC1. The result is 1 (inhibitor). (5) The drug is O=C(Oc1ccc2c(c1)CN(Cc1ccccc1)CO2)c1ccccc1. The result is 0 (non-inhibitor). (6) The molecule is CO[C@@H]1C=CO[C@]2(C)Oc3c(C)c(O)c4c(O)c(c(CN5CCN(C)CC5)c(O)c4c3C2=O)NC(=O)/C(C)=C\C=C[C@@H](C)[C@@H](O)[C@H](C)[C@@H](O)[C@H](C)[C@H](OC(C)=O)[C@@H]1C. The result is 0 (non-inhibitor). (7) The result is 1 (inhibitor). The drug is CC(=O)Nc1ccc2c(c1)C(=Nc1ccc(C(=O)O)cc1)c1ccccc1-2.